Dataset: Reaction yield outcomes from USPTO patents with 853,638 reactions. Task: Predict the reaction yield, written as a fraction of the theoretical maximum amount of product (1.0 means a 100% yield; for example, 0.34 means a 34% yield). (1) The reactants are [C:1]([C:5]1[N:6]=[C:7]2[CH:12]=[C:11]([C:13]([O:15][CH2:16][CH3:17])=[O:14])[CH:10]=[C:9]([CH3:18])[N:8]2[CH:19]=1)([CH3:4])([CH3:3])[CH3:2].[I:20]N1C(=O)CCC1=O.C(=O)([O-])O.[Na+]. The catalyst is CN(C=O)C. The product is [C:1]([C:5]1[N:6]=[C:7]2[CH:12]=[C:11]([C:13]([O:15][CH2:16][CH3:17])=[O:14])[CH:10]=[C:9]([CH3:18])[N:8]2[C:19]=1[I:20])([CH3:3])([CH3:4])[CH3:2]. The yield is 0.860. (2) The reactants are [NH2:1][C:2]1[CH:19]=[CH:18][C:5]([O:6][C:7]2[C:16]3[NH:15][C:14](=[O:17])[CH:13]=[N:12][C:11]=3[N:10]=[CH:9][CH:8]=2)=[CH:4][C:3]=1[S:20][CH3:21].[C:22]([C:26]1[CH:30]=[C:29]([N:31]=[C:32]=[O:33])[N:28]([C:34]2[CH:39]=[CH:38][CH:37]=[CH:36][CH:35]=2)[N:27]=1)([CH3:25])([CH3:24])[CH3:23]. No catalyst specified. The product is [C:22]([C:26]1[CH:30]=[C:29]([NH:31][C:32]([NH:1][C:2]2[CH:19]=[CH:18][C:5]([O:6][C:7]3[C:16]4[NH:15][C:14](=[O:17])[CH:13]=[N:12][C:11]=4[N:10]=[CH:9][CH:8]=3)=[CH:4][C:3]=2[S:20][CH3:21])=[O:33])[N:28]([C:34]2[CH:39]=[CH:38][CH:37]=[CH:36][CH:35]=2)[N:27]=1)([CH3:25])([CH3:23])[CH3:24]. The yield is 0.590. (3) The reactants are [F:1][C:2]1[C:7]2[O:8][CH2:9][O:10][C:6]=2[CH:5]=[C:4]([CH:11]=[O:12])[CH:3]=1.[BH4-].[Na+]. The catalyst is CO. The product is [F:1][C:2]1[C:7]2[O:8][CH2:9][O:10][C:6]=2[CH:5]=[C:4]([CH2:11][OH:12])[CH:3]=1. The yield is 0.980.